Dataset: Reaction yield outcomes from USPTO patents with 853,638 reactions. Task: Predict the reaction yield, written as a fraction of the theoretical maximum amount of product (1.0 means a 100% yield; for example, 0.34 means a 34% yield). (1) The reactants are C[O:2][C:3](=[O:32])[C@H:4]([NH:12][C:13]([O:15][CH2:16][C:17]1[CH:18]=[CH:19][C:20]2[O:24][C:23]([C:25]3[CH:30]=[CH:29][CH:28]=[CH:27][CH:26]=3)=[N:22][C:21]=2[CH:31]=1)=[O:14])[CH2:5][C:6]1[CH:11]=[CH:10][CH:9]=[CH:8][CH:7]=1.O.[OH-].[Li+].Cl. The catalyst is O1CCOCC1.O. The product is [C:25]1([C:23]2[O:24][C:20]3[CH:19]=[CH:18][C:17]([CH2:16][O:15][C:13]([NH:12][C@H:4]([CH2:5][C:6]4[CH:7]=[CH:8][CH:9]=[CH:10][CH:11]=4)[C:3]([OH:32])=[O:2])=[O:14])=[CH:31][C:21]=3[N:22]=2)[CH:26]=[CH:27][CH:28]=[CH:29][CH:30]=1. The yield is 0.600. (2) The reactants are [C:1]1([CH:7]([C:29]2[CH:34]=[CH:33][CH:32]=[CH:31][CH:30]=2)[N:8]2[C:16]3[C:11](=[CH:12][C:13]([CH3:17])=[CH:14][CH:15]=3)[CH:10]([C:18]3[C:26]([OH:27])=[CH:25][C:21]4[O:22][CH2:23][O:24][C:20]=4[CH:19]=3)[C:9]2=[O:28])[CH:6]=[CH:5][CH:4]=[CH:3][CH:2]=1.[CH2:35]=[O:36].C(NC(C)C)(C)C. The catalyst is ClCCl. The product is [C:29]1([CH:7]([C:1]2[CH:2]=[CH:3][CH:4]=[CH:5][CH:6]=2)[N:8]2[C:16]3[C:11](=[CH:12][C:13]([CH3:17])=[CH:14][CH:15]=3)[C:10]([C:18]3[C:26]([OH:27])=[CH:25][C:21]4[O:22][CH2:23][O:24][C:20]=4[CH:19]=3)([CH2:35][OH:36])[C:9]2=[O:28])[CH:30]=[CH:31][CH:32]=[CH:33][CH:34]=1. The yield is 0.630. (3) The reactants are [O:1]1[CH:5]=[CH:4][CH:3]=[C:2]1[C:6]([N:8]1[C:17]2[C:12](=[CH:13][CH:14]=[C:15]([C:18]3[CH:23]=[CH:22][C:21]([S:24]([CH3:27])(=[O:26])=[O:25])=[CH:20][CH:19]=3)[CH:16]=2)[NH:11][C@@H:10]([CH3:28])[CH2:9]1)=[O:7].C(N(CC)C(C)C)(C)C.[CH3:38][S:39](O[S:39]([CH3:38])(=[O:41])=[O:40])(=[O:41])=[O:40].C(Cl)(=O)C1C=CC=CC=1. The catalyst is CN(C)C1C=CN=CC=1.C(OCC)(=O)C. The product is [O:1]1[CH:5]=[CH:4][CH:3]=[C:2]1[C:6]([N:8]1[C:17]2[C:12](=[CH:13][CH:14]=[C:15]([C:18]3[CH:23]=[CH:22][C:21]([S:24]([CH3:27])(=[O:25])=[O:26])=[CH:20][CH:19]=3)[CH:16]=2)[N:11]([S:39]([CH3:38])(=[O:41])=[O:40])[C@@H:10]([CH3:28])[CH2:9]1)=[O:7]. The yield is 0.0500. (4) The reactants are [CH:1]([C:3]1[CH:11]=[CH:10][C:6]([C:7]([OH:9])=[O:8])=[CH:5][CH:4]=1)=O.[C:12]([C:15]1[CH:20]=[CH:19][CH:18]=[CH:17][CH:16]=1)(=[O:14])[CH3:13].[OH-].[Na+].Cl. The catalyst is CO. The product is [O:14]=[C:12]([C:15]1[CH:20]=[CH:19][CH:18]=[CH:17][CH:16]=1)[CH:13]=[CH:1][C:3]1[CH:11]=[CH:10][C:6]([C:7]([OH:9])=[O:8])=[CH:5][CH:4]=1. The yield is 0.860. (5) The reactants are C(C1C=C(NC(=O)CCCC2C=CC([B:25]([OH:27])[OH:26])=CC=2)C=CC=1S(CC)(=O)=O)#N.[C:29]([C:31]1[CH:32]=[C:33]([NH:37][C:38](=[O:52])[O:39][CH2:40][CH2:41][C:42]2[CH:47]=[CH:46][C:45](Br)=[CH:44][C:43]=2[O:49][CH2:50][CH3:51])[CH:34]=[CH:35][CH:36]=1)#[N:30]. No catalyst specified. The product is [C:29]([C:31]1[CH:32]=[C:33]([NH:37][C:38]([O:39][CH2:40][CH2:41][C:42]2[CH:47]=[CH:46][C:45]([B:25]([OH:27])[OH:26])=[CH:44][C:43]=2[O:49][CH2:50][CH3:51])=[O:52])[CH:34]=[CH:35][CH:36]=1)#[N:30]. The yield is 0.540.